Binary Classification. Given a miRNA mature sequence and a target amino acid sequence, predict their likelihood of interaction. From a dataset of Experimentally validated miRNA-target interactions with 360,000+ pairs, plus equal number of negative samples. The miRNA is hsa-miR-3123 with sequence CAGAGAAUUGUUUAAUC. The protein sequence of the target gene is MGGKLSKKKKGYNVNDEKAKEKDKKAEGAATEEEGTPKESEPQAAAEPAEAKEGKEKPDQDAEGKAEEKEGEKDAAAAKEEAPKAEPEKTEGAAEAKAEPPKAPEQEQAAPGPAAGGEAPKAAEAAAAPAESAAPAAGEEPSKEEGEPKKTEAPAAPAAQETKSDGAPASDSKPGSSEAAPSSKETPAATEAPSSTPKAQGPAASAEEPKPVEAPAANSDQTVTVKE. Result: 1 (interaction).